From a dataset of Forward reaction prediction with 1.9M reactions from USPTO patents (1976-2016). Predict the product of the given reaction. (1) Given the reactants [F:1][C:2]1[CH:7]=[C:6]([I:8])[CH:5]=[CH:4][C:3]=1[NH:9][C:10]1[N:15]([CH3:16])[C:14](=[O:17])[C:13]2[CH:18]=[CH:19][O:20][C:12]=2[C:11]=1[C:21]([N:23]1[CH2:26][C:25]([CH:28]2[CH2:33][CH2:32][CH2:31][CH2:30][N:29]2C(OC(C)(C)C)=O)([OH:27])[CH2:24]1)=[O:22], predict the reaction product. The product is: [F:1][C:2]1[CH:7]=[C:6]([I:8])[CH:5]=[CH:4][C:3]=1[NH:9][C:10]1[N:15]([CH3:16])[C:14](=[O:17])[C:13]2[CH:18]=[CH:19][O:20][C:12]=2[C:11]=1[C:21]([N:23]1[CH2:24][C:25]([OH:27])([CH:28]2[CH2:33][CH2:32][CH2:31][CH2:30][NH:29]2)[CH2:26]1)=[O:22]. (2) Given the reactants [F:1][CH:2]([F:13])[C:3]1[C:7]([C:8](O)=[O:9])=[C:6]([F:11])[N:5]([CH3:12])[N:4]=1.S(Cl)([Cl:16])=O, predict the reaction product. The product is: [F:1][CH:2]([F:13])[C:3]1[C:7]([C:8]([Cl:16])=[O:9])=[C:6]([F:11])[N:5]([CH3:12])[N:4]=1. (3) Given the reactants [O-]P([O-])([O-])=O.[K+].[K+].[K+].[CH2:9]([NH2:16])[C:10]1[CH:15]=[CH:14][CH:13]=[CH:12][CH:11]=1.Cl[C:18]1[CH:26]=[CH:25][CH:24]=[CH:23][C:19]=1[C:20]([OH:22])=[O:21].C(O)CO, predict the reaction product. The product is: [CH2:9]([NH:16][C:18]1[CH:26]=[CH:25][CH:24]=[CH:23][C:19]=1[C:20]([OH:22])=[O:21])[C:10]1[CH:15]=[CH:14][CH:13]=[CH:12][CH:11]=1. (4) Given the reactants [C:1]([O:5][C:6]([N:8]1[CH2:13][CH2:12][N:11]([CH2:14][C:15]2[CH:20]=[CH:19][C:18]([C@@H:21]3[O:30][C:25]4=[N:26][CH:27]=[CH:28][CH:29]=[C:24]4[O:23][CH2:22]3)=[CH:17][CH:16]=2)[CH2:10][CH2:9]1)=[O:7])(C)(C)C.C1[C@H]2CNCCN2C(=O)O1, predict the reaction product. The product is: [O:23]1[C:24]2[C:25](=[N:26][CH:27]=[CH:28][CH:29]=2)[O:30][C@@H:21]([C:18]2[CH:19]=[CH:20][C:15]([CH2:14][N:11]3[CH2:10][CH2:9][N:8]4[C:6](=[O:7])[O:5][CH2:1][C@H:13]4[CH2:12]3)=[CH:16][CH:17]=2)[CH2:22]1. (5) Given the reactants [O:1]=[C:2]1[NH:6][CH:5]([C:7]([OH:9])=[O:8])[CH2:4][CH2:3]1.S(Cl)(Cl)=O.[CH2:14](O)[CH3:15], predict the reaction product. The product is: [O:1]=[C:2]1[NH:6][CH:5]([C:7]([O:9][CH2:14][CH3:15])=[O:8])[CH2:4][CH2:3]1. (6) Given the reactants COC(C1C(C)=CC(C2C=CC=C(C(F)(F)F)C=2)=CN=1)=O.ClC1C=C([C:30]2[CH:31]=[C:32]([CH3:49])[C:33]([C:36]([N:38]3[CH2:43][CH2:42][CH:41]([N:44]4[CH2:48][CH2:47][CH2:46][CH2:45]4)[CH2:40][CH2:39]3)=[O:37])=[N:34][CH:35]=2)C=CC=1Cl.[F:50][C:51]1[C:56]([C:57]([F:60])([F:59])[F:58])=[CH:55][CH:54]=[CH:53][C:52]=1B(O)O.C(=O)([O-])[O-].[Na+].[Na+], predict the reaction product. The product is: [F:50][C:51]1[C:56]([C:57]([F:60])([F:59])[F:58])=[CH:55][CH:54]=[CH:53][C:52]=1[C:30]1[CH:31]=[C:32]([CH3:49])[C:33]([C:36]([N:38]2[CH2:39][CH2:40][CH:41]([N:44]3[CH2:48][CH2:47][CH2:46][CH2:45]3)[CH2:42][CH2:43]2)=[O:37])=[N:34][CH:35]=1. (7) Given the reactants Br[C:2]1[CH:7]=[CH:6][C:5]([S:8]([N:11]([CH3:13])[CH3:12])(=[O:10])=[O:9])=[C:4]([N:14]([CH3:16])[CH3:15])[CH:3]=1.[C:17]([C:19]1[N:23]([CH3:24])[C:22](B(O)O)=[CH:21][CH:20]=1)#[N:18].[F-].[K+].C(P(C(C)(C)C)C(C)(C)C)(C)(C)C, predict the reaction product. The product is: [C:17]([C:19]1[N:23]([CH3:24])[C:22]([C:2]2[CH:7]=[CH:6][C:5]([S:8]([N:11]([CH3:13])[CH3:12])(=[O:10])=[O:9])=[C:4]([N:14]([CH3:16])[CH3:15])[CH:3]=2)=[CH:21][CH:20]=1)#[N:18].